Predict the reactants needed to synthesize the given product. From a dataset of Full USPTO retrosynthesis dataset with 1.9M reactions from patents (1976-2016). (1) Given the product [O:6]=[CH:2][C@@H:1]([C@H:2]([C@@H:1]([C@@H:2]([CH2:1][OH:4])[OH:6])[OH:4])[OH:6])[OH:4], predict the reactants needed to synthesize it. The reactants are: [C:1]([O-:4])(=O)[CH3:2].Cl.[OH2:6]. (2) Given the product [F:9][C:8]([F:11])([F:10])[C:6]1[CH:7]=[C:3]([CH:2]=[O:23])[O:4][CH:5]=1, predict the reactants needed to synthesize it. The reactants are: Br[CH2:2][C:3]1[O:4][CH:5]=[C:6]([C:8]([F:11])([F:10])[F:9])[CH:7]=1.C1N2CN3CN(C2)CN1C3.Cl.[OH2:23]. (3) Given the product [O:17]([C:18]1[CH:19]=[N:20][CH:21]=[C:22]([C:5]2[CH:6]=[CH:7][C:2]([Cl:1])=[CH:3][CH:4]=2)[CH:23]=1)[C@@H:16]1[S:25][CH2:26][C@@H:27]([OH:33])[C@H:28]([OH:29])[C@H:15]1[OH:14], predict the reactants needed to synthesize it. The reactants are: [Cl:1][C:2]1[CH:7]=[CH:6][C:5](B(O)O)=[CH:4][CH:3]=1.C([O:14][C@@H:15]1[C@@H:28]([O:29]C(=O)C)[C@H:27]([O:33]C(=O)C)[CH2:26][S:25][C@H:16]1[O:17][C:18]1[CH:19]=[N:20][CH:21]=[C:22](Br)[CH:23]=1)(=O)C. (4) Given the product [CH2:26]([N:28]1[CH2:32][CH2:31][C@H:30]([CH2:33][CH2:34][NH:35][C:2]2[CH:7]=[CH:6][CH:5]=[CH:4][C:3]=2[S:8]([NH:11][C:12]2[C:21]([C:22]([OH:24])=[O:23])=[C:20]3[C:15]([CH:16]4[CH2:25][CH:17]4[CH2:18][O:19]3)=[CH:14][CH:13]=2)(=[O:10])=[O:9])[CH2:29]1)[CH3:27], predict the reactants needed to synthesize it. The reactants are: F[C:2]1[CH:7]=[CH:6][CH:5]=[CH:4][C:3]=1[S:8]([NH:11][C:12]1[C:21]([C:22]([OH:24])=[O:23])=[C:20]2[C:15]([CH:16]3[CH2:25][CH:17]3[CH2:18][O:19]2)=[CH:14][CH:13]=1)(=[O:10])=[O:9].[CH2:26]([N:28]1[CH2:32][CH2:31][C@H:30]([CH2:33][CH2:34][NH2:35])[CH2:29]1)[CH3:27].